From a dataset of NCI-60 drug combinations with 297,098 pairs across 59 cell lines. Regression. Given two drug SMILES strings and cell line genomic features, predict the synergy score measuring deviation from expected non-interaction effect. (1) Drug 1: CC(C)(C#N)C1=CC(=CC(=C1)CN2C=NC=N2)C(C)(C)C#N. Drug 2: C(CCl)NC(=O)N(CCCl)N=O. Cell line: NCI/ADR-RES. Synergy scores: CSS=-1.05, Synergy_ZIP=-3.95, Synergy_Bliss=-8.79, Synergy_Loewe=-16.2, Synergy_HSA=-9.08. (2) Drug 1: COC1=C(C=C2C(=C1)N=CN=C2NC3=CC(=C(C=C3)F)Cl)OCCCN4CCOCC4. Drug 2: CC1C(C(CC(O1)OC2CC(CC3=C2C(=C4C(=C3O)C(=O)C5=CC=CC=C5C4=O)O)(C(=O)C)O)N)O. Cell line: SF-268. Synergy scores: CSS=35.0, Synergy_ZIP=1.19, Synergy_Bliss=2.28, Synergy_Loewe=-18.7, Synergy_HSA=2.37. (3) Drug 1: C1=NNC2=C1C(=O)NC=N2. Drug 2: COCCOC1=C(C=C2C(=C1)C(=NC=N2)NC3=CC=CC(=C3)C#C)OCCOC.Cl. Cell line: SW-620. Synergy scores: CSS=-1.01, Synergy_ZIP=0.363, Synergy_Bliss=-0.335, Synergy_Loewe=0.0510, Synergy_HSA=-0.571. (4) Drug 1: C1=CC=C(C(=C1)C(C2=CC=C(C=C2)Cl)C(Cl)Cl)Cl. Drug 2: C1=NNC2=C1C(=O)NC=N2. Cell line: TK-10. Synergy scores: CSS=4.75, Synergy_ZIP=-0.183, Synergy_Bliss=1.41, Synergy_Loewe=1.68, Synergy_HSA=1.92. (5) Drug 1: CC1C(C(CC(O1)OC2CC(CC3=C2C(=C4C(=C3O)C(=O)C5=C(C4=O)C(=CC=C5)OC)O)(C(=O)CO)O)N)O.Cl. Drug 2: CCN(CC)CCCC(C)NC1=C2C=C(C=CC2=NC3=C1C=CC(=C3)Cl)OC. Cell line: SK-OV-3. Synergy scores: CSS=14.1, Synergy_ZIP=-7.20, Synergy_Bliss=-3.32, Synergy_Loewe=-0.517, Synergy_HSA=-0.134.